Predict the reactants needed to synthesize the given product. From a dataset of Full USPTO retrosynthesis dataset with 1.9M reactions from patents (1976-2016). (1) The reactants are: [CH2:1]([N:6]1[C:15]2[C:10](=[N:11][C:12]([C:22]3[CH:27]=[CH:26][CH:25]=[CH:24][CH:23]=3)=[C:13]([C:16]3[CH:21]=[CH:20][CH:19]=[CH:18][CH:17]=3)[N:14]=2)[CH2:9][CH2:8][CH2:7]1)[CH2:2][CH2:3][CH:4]=[CH2:5].[C:28]([O:33]C)(=[O:32])[CH2:29]C=C. Given the product [C:22]1([C:12]2[N:11]=[C:10]3[CH2:9][CH2:8][CH2:7][N:6]([CH2:1][CH2:2][CH2:3]/[CH:4]=[CH:5]/[CH2:29][C:28]([OH:33])=[O:32])[C:15]3=[N:14][C:13]=2[C:16]2[CH:17]=[CH:18][CH:19]=[CH:20][CH:21]=2)[CH:23]=[CH:24][CH:25]=[CH:26][CH:27]=1, predict the reactants needed to synthesize it. (2) The reactants are: C([O:4][C@H:5]1[C@H:21]([O:22]C(=O)C)[C@@H:20]([CH2:26][O:27]C(=O)C)[O:19][C@@H:7]([O:8][CH2:9][C:10]2[CH:15]=[CH:14][C:13]([N+:16]([O-:18])=[O:17])=[CH:12][CH:11]=2)[C@@H:6]1[N:31]1[C:35](=[O:36])[C:34]2=[CH:37][CH:38]=[CH:39][CH:40]=[C:33]2[C:32]1=[O:41])(=O)C.C[O-].[Na+]. Given the product [C:32]1(=[O:41])[N:31]([C@@H:6]2[C@@H:5]([OH:4])[C@H:21]([OH:22])[C@@H:20]([CH2:26][OH:27])[O:19][C@H:7]2[O:8][CH2:9][C:10]2[CH:15]=[CH:14][C:13]([N+:16]([O-:18])=[O:17])=[CH:12][CH:11]=2)[C:35](=[O:36])[C:34]2=[CH:37][CH:38]=[CH:39][CH:40]=[C:33]12, predict the reactants needed to synthesize it. (3) Given the product [F:1][C:2]1[CH:37]=[CH:36][CH:35]=[C:34]([F:38])[C:3]=1[CH2:4][CH2:5][CH2:6][O:7][C:8]([NH:10][C:11]1[S:12][C:13]([C:25]2[CH:30]=[CH:29][C:28]([N+:31]([O-:33])=[O:32])=[CH:27][CH:26]=2)=[C:14]([CH2:21][N:22]([CH3:23])[CH3:24])[C:15]=1[C:16]([OH:18])=[O:17])=[O:9], predict the reactants needed to synthesize it. The reactants are: [F:1][C:2]1[CH:37]=[CH:36][CH:35]=[C:34]([F:38])[C:3]=1[CH2:4][CH2:5][CH2:6][O:7][C:8]([NH:10][C:11]1[S:12][C:13]([C:25]2[CH:30]=[CH:29][C:28]([N+:31]([O-:33])=[O:32])=[CH:27][CH:26]=2)=[C:14]([CH2:21][N:22]([CH3:24])[CH3:23])[C:15]=1[C:16]([O:18]CC)=[O:17])=[O:9].C(O)C.[OH-].[K+].Cl. (4) Given the product [CH3:20][C:18]1[CH:19]=[C:14]([CH:13]=[C:12]([C:22]2[CH:27]=[CH:26][C:25]([O:28][C:29]3[CH:34]=[CH:33][C:32]([CH2:35][CH:36]4[S:40][C:39](=[O:41])[NH:38][C:37]4=[O:42])=[CH:31][CH:30]=3)=[CH:24][CH:23]=2)[C:11]([N:44]2[CH2:49][CH2:48][O:47][CH2:46][CH2:45]2)=[O:10])[CH:15]=[C:16]([CH3:21])[CH:17]=1, predict the reactants needed to synthesize it. The reactants are: N1([O:10][C:11](=O)[C:12]([C:22]2[CH:27]=[CH:26][C:25]([O:28][C:29]3[CH:34]=[CH:33][C:32]([CH2:35][CH:36]4[S:40][C:39](=[O:41])[NH:38][C:37]4=[O:42])=[CH:31][CH:30]=3)=[CH:24][CH:23]=2)=[CH:13][C:14]2[CH:19]=[C:18]([CH3:20])[CH:17]=[C:16]([CH3:21])[CH:15]=2)C2C=CC=CC=2N=N1.[NH:44]1[CH2:49][CH2:48][O:47][CH2:46][CH2:45]1.C(O)(=O)CC(CC(O)=O)(C(O)=O)O.